From a dataset of Catalyst prediction with 721,799 reactions and 888 catalyst types from USPTO. Predict which catalyst facilitates the given reaction. (1) Reactant: [CH3:1][O:2][C:3](=[O:28])[C:4]([O:7][C:8]1[CH:13]=[C:12]([F:14])[C:11]([Cl:15])=[CH:10][C:9]=1/[CH:16]=[C:17]1\[C:18](=[O:27])[NH:19][C:20]2[C:25]\1=[CH:24][CH:23]=[C:22]([Cl:26])[CH:21]=2)([CH3:6])[CH3:5].[C:29]([O:33][C:34](O[C:34]([O:33][C:29]([CH3:32])([CH3:31])[CH3:30])=[O:35])=[O:35])([CH3:32])([CH3:31])[CH3:30]. Product: [C:29]([O:33][C:34]([N:19]1[C:20]2[C:25](=[CH:24][CH:23]=[C:22]([Cl:26])[CH:21]=2)/[C:17](=[CH:16]/[C:9]2[CH:10]=[C:11]([Cl:15])[C:12]([F:14])=[CH:13][C:8]=2[O:7][C:4]([C:3]([O:2][CH3:1])=[O:28])([CH3:6])[CH3:5])/[C:18]1=[O:27])=[O:35])([CH3:32])([CH3:31])[CH3:30]. The catalyst class is: 112. (2) Reactant: C(=O)([O-])[O-].[K+].[K+].[C:7]([O:11][C:12](=[O:20])[C:13]1[CH:18]=[CH:17][CH:16]=[C:15]([OH:19])[CH:14]=1)([CH3:10])([CH3:9])[CH3:8].C1OCCOCCOCCOCCOCCOC1.[CH2:39]([O:41][C:42]([C:44]1[C:45]2[S:53][CH:52]=[C:51]([CH2:54]Br)[C:46]=2[C:47]([Cl:50])=[N:48][CH:49]=1)=[O:43])[CH3:40]. Product: [CH2:39]([O:41][C:42]([C:44]1[C:45]2[S:53][CH:52]=[C:51]([CH2:54][O:19][C:15]3[CH:16]=[CH:17][CH:18]=[C:13]([C:12]([O:11][C:7]([CH3:10])([CH3:8])[CH3:9])=[O:20])[CH:14]=3)[C:46]=2[C:47]([Cl:50])=[N:48][CH:49]=1)=[O:43])[CH3:40]. The catalyst class is: 9. (3) Reactant: [CH:1]([C:3]1[CH:8]=[CH:7][C:6]([CH:9]2[NH:21][C:19]3[C:20]4[C:11](=[N:12][NH:13][C:14](=[O:22])[C:15]=4[CH:16]=[CH:17][CH:18]=3)[CH:10]2[C:23]2[CH:33]=[CH:32][C:26]([C:27]([N:29]([CH3:31])[CH3:30])=[O:28])=[CH:25][CH:24]=2)=[CH:5][CH:4]=1)=O.C(O)(=O)C.[CH3:38][NH:39][CH3:40].[BH4-].[Na+]. Product: [CH3:38][N:39]([CH2:1][C:3]1[CH:4]=[CH:5][C:6]([CH:9]2[NH:21][C:19]3[C:20]4[C:11](=[N:12][NH:13][C:14](=[O:22])[C:15]=4[CH:16]=[CH:17][CH:18]=3)[CH:10]2[C:23]2[CH:24]=[CH:25][C:26]([C:27]([N:29]([CH3:30])[CH3:31])=[O:28])=[CH:32][CH:33]=2)=[CH:7][CH:8]=1)[CH3:40]. The catalyst class is: 2. (4) Reactant: [Cl:1][C:2]1[C:7]([O:8][CH3:9])=[CH:6][C:5]([O:10][CH3:11])=[CH:4][C:3]=1[C:12]1[C:23](=[O:24])[N:22]([CH2:25][CH2:26][CH2:27][N:28]2[C@@H:33]([CH3:34])[CH2:32][N:31]([C:35]([O:37][C:38]([CH3:41])([CH3:40])[CH3:39])=[O:36])[CH2:30][C@H:29]2[CH3:42])[C:15]2[N:16]=[C:17]([S:20][CH3:21])[N:18]=[CH:19][C:14]=2[CH:13]=1.C1C=C(Cl)C=C(C(OO)=[O:51])C=1. Product: [Cl:1][C:2]1[C:7]([O:8][CH3:9])=[CH:6][C:5]([O:10][CH3:11])=[CH:4][C:3]=1[C:12]1[C:23](=[O:24])[N:22]([CH2:25][CH2:26][CH2:27][N:28]2[C@@H:29]([CH3:42])[CH2:30][N:31]([C:35]([O:37][C:38]([CH3:40])([CH3:39])[CH3:41])=[O:36])[CH2:32][C@H:33]2[CH3:34])[C:15]2[N:16]=[C:17]([S:20]([CH3:21])=[O:51])[N:18]=[CH:19][C:14]=2[CH:13]=1. The catalyst class is: 2.